From a dataset of Forward reaction prediction with 1.9M reactions from USPTO patents (1976-2016). Predict the product of the given reaction. (1) Given the reactants C(O)(C(F)(F)F)=O.[Cl:8][C:9]1[CH:10]=[CH:11][C:12]([O:41][CH3:42])=[C:13]([C:15]2[C:19]([NH:20][C:21]([C:23]3[C:24]([NH:32]C(=O)OC(C)(C)C)=[N:25][N:26]4[CH:31]=[CH:30][CH:29]=[N:28][C:27]=34)=[O:22])=[CH:18][N:17]([CH3:40])[N:16]=2)[CH:14]=1, predict the reaction product. The product is: [NH2:32][C:24]1[C:23]([C:21]([NH:20][C:19]2[C:15]([C:13]3[CH:14]=[C:9]([Cl:8])[CH:10]=[CH:11][C:12]=3[O:41][CH3:42])=[N:16][N:17]([CH3:40])[CH:18]=2)=[O:22])=[C:27]2[N:28]=[CH:29][CH:30]=[CH:31][N:26]2[N:25]=1. (2) Given the reactants [Br:1][C:2]1[CH:7]=[C:6]([Br:8])[C:5]([OH:9])=[C:4]([F:10])[C:3]=1[CH3:11].[C:12]([O-])([O-])=O.[K+].[K+].CI, predict the reaction product. The product is: [Br:8][C:6]1[CH:7]=[C:2]([Br:1])[C:3]([CH3:11])=[C:4]([F:10])[C:5]=1[O:9][CH3:12].